Dataset: Full USPTO retrosynthesis dataset with 1.9M reactions from patents (1976-2016). Task: Predict the reactants needed to synthesize the given product. Given the product [NH2:1][C:2]1[N:6]([CH:7]2[CH2:12][CH2:11][CH2:10][N:9]([C:13]([O:15][CH2:16][C:17]3[CH:22]=[CH:21][CH:20]=[CH:19][CH:18]=3)=[O:14])[CH2:8]2)[N:5]=[C:4]([C:23]2[CH:28]=[CH:27][C:26]([CH2:45][C:40]3[CH:41]=[CH:42][CH:43]=[CH:44][CH:39]=3)=[CH:25][CH:24]=2)[C:3]=1[C:30]#[N:31], predict the reactants needed to synthesize it. The reactants are: [NH2:1][C:2]1[N:6]([CH:7]2[CH2:12][CH2:11][CH2:10][N:9]([C:13]([O:15][CH2:16][C:17]3[CH:22]=[CH:21][CH:20]=[CH:19][CH:18]=3)=[O:14])[CH2:8]2)[N:5]=[C:4]([C:23]2[CH:28]=[CH:27][C:26](I)=[CH:25][CH:24]=2)[C:3]=1[C:30]#[N:31].C1(P(C2CCCCC2)[C:39]2[CH:44]=[CH:43][CH:42]=[CH:41][C:40]=2[C:45]2C(OC)=CC=CC=2OC)CCCCC1.[Br-].C([Zn+])C1C=CC=CC=1.